Dataset: Experimentally validated miRNA-target interactions with 360,000+ pairs, plus equal number of negative samples. Task: Binary Classification. Given a miRNA mature sequence and a target amino acid sequence, predict their likelihood of interaction. (1) The miRNA is hsa-miR-634 with sequence AACCAGCACCCCAACUUUGGAC. The protein sequence of the target gene is MERLQKQPLTSPGSVSPSRDSSVPGSPSSIVAKMDNQVLGYKDLAAIPKDKAILDIERPDLMIYEPHFTYSLLEHVELPRSRERSLSPKSTSPPPSPEVWADSRSPGIISQASAPRTTGTPRTSLPHFHHPETSRPDSNIYKKPPIYKQRESVGGSPQTKHLIEDLIIESSKFPAAQPPDPNQPAKIETDYWPCPPSLAVVETEWRKRKASRRGAEEEEEEEDDDSGEEMKALRERQREELSKVTSNLGKMILKEEMEKSLPIRRKTRSLPDRTPFHTSLHQGTSKSSSLPAYGRTTLSR.... Result: 0 (no interaction). (2) The miRNA is hsa-miR-320c with sequence AAAAGCUGGGUUGAGAGGGU. The protein sequence of the target gene is MANNDAVLKRLEQKGAEADQIIEYLKQQVSLLKEKAILQATLREEKKLRVENAKLKKEIEELKQELIQAEIQNGVKQIPFPSGTPLHANSMVSENVIQSTAVTTVSSGTKEQIKGGTGDEKKAKEKIEKKGEKKEKKQQSIAGSADSKPIDVSRLDLRIGCIITARKHPDADSLYVEEVDVGEIAPRTVVSGLVNHVPLEQMQNRMVILLCNLKPAKMRGVLSQAMVMCASSPEKIEILAPPNGSVPGDRITFDAFPGEPDKELNPKKKIWEQIQPDLHTNDECVATYKGVPFEVKGKGV.... Result: 1 (interaction). (3) The miRNA is hsa-miR-1206 with sequence UGUUCAUGUAGAUGUUUAAGC. The protein sequence of the target gene is MASAARLTMMWEEVTCPICLDPFVEPVSIECGHSFCQECISQVGKGGGSVCPVCRQRFLLKNLRPNRQLANMVNNLKEISQEAREGTQGERCAVHGERLHLFCEKDGKALCWVCAQSRKHRDHAMVPLEEAAQEYQEKLQVALGELRRKQELAEKLEVEIAIKRADWKKTVETQKSRIHAEFVQQKNFLVEEEQRQLQELEKDEREQLRILGEKEAKLAQQSQALQELISELDRRCHSSALELLQEVIIVLERSESWNLKDLDITSPELRSVCHVPGLKKMLRTCAVHITLDPDTANPWL.... Result: 1 (interaction). (4) The miRNA is hsa-miR-4674 with sequence CUGGGCUCGGGACGCGCGGCU. Result: 0 (no interaction). The protein sequence of the target gene is MSQGILSPPAGLLSDDDVVVSPMFESTAADLGSVVRKNLLSDCSVVSTSLEDKQQVPSEDSMEKVKVYLRVRPLLPSELERQEDQGCVRIENVETLVLQAPKDSFALKSNERGIGQATHRFTFSQIFGPEVGQASFFNLTVKEMVKDVLKGQNWLIYTYGVTNSGKTHTIQGTIKDGGILPRSLALIFNSLQGQLHPTPDLKPLLSNEVIWLDSKQIRQEEMKKLSLLNGGLQEEELSTSLKRSVYIESRIGTSTSFDSGIAGLSSISQCTSSSQLDETSHRWAQPDTAPLPVPANIRFS.... (5) The miRNA is mmu-miR-362-3p with sequence AACACACCUGUUCAAGGAUUCA. The protein sequence of the target gene is MAEAEDSPGEQEAAASKPLFAGLSDVSISQDIPIEGEITIPSRARAQEHDSSTLNESIRRTIMRDLKAVGRKFMHVLYPRKSNALLRDWDLWGPLILCVTLALMLQKSSIDGKNDGGGPEFAEVFVIIWFGAVTITLNSKLLGGNISFFQSLCVLGYCILPLNIAMLICRLLLLAGQGPINFMIRLFVVLLMFAWSVVASTAFLADSQPPNRKALAVYPVFLFYFVISWMILTFTP. Result: 1 (interaction). (6) The miRNA is cel-miR-85-3p with sequence UACAAAGUAUUUGAAAAGUCGUGC. The protein sequence of the target gene is MEFPDHSRHLLQCLSEQRHQGFLCDCTVLVGDAQFRAHRAVLASCSMYFHLFYKDQLDKRDIVHLNSDIVTAPAFALLLEFMYEGKLQFKDLPIEDVLAAASYLHMYDIVKVCKKKLKEKATTEADSTKKEEDASSCSDKVESLSDGSSHMAGDLPSDEDEGEDDKLNILPSKRDLAAEPGNMWMRLPSDSAGIPQAGGEAEPHATAAGKTVASPCSSTESLSQRSVTSVRDSADVDCVLDLSVKSSLSGVENLNSSYFSSQDVLRSNLVQVKVEKEASCDESDVGTNDYDMEHSTVKES.... Result: 0 (no interaction). (7) The miRNA is hsa-miR-4649-3p with sequence UCUGAGGCCUGCCUCUCCCCA. The protein sequence of the target gene is MRTPVVMTLGMVLAPCGLLLNLTGTLAPGWRLVKGFLNQPVDVELYQGLWDMCREQSSRERECGQTDQWGYFEAQPVLVARALMVTSLAATVLGLLLASLGVRCWQDEPNFVLAGLSGVVLFVAGLLGLIPVSWYNHFLGDRDVLPAPASPVTVQVSYSLVLGYLGSCLLLLGGFSLALSFAPWCDERCRRRRKGPSAGPRRSSVSTIQVEWPEPDLAPAIKYYSDGQHRPPPAQHRKPKPKPKVGFPMPRPRPKAYTNSVDVLDGEGWESQDAPSCSTHPCDSSLPCDSDL. Result: 0 (no interaction). (8) The miRNA is hsa-miR-203b-5p with sequence UAGUGGUCCUAAACAUUUCACA. The protein sequence of the target gene is MRRRLWLGLAWLLLARAPDAAGTPSASRGPRSYPHLEGDVRWRRLFSSTHFFLRVDPGGRVQGTRWRHGQDSILEIRSVHVGVVVIKAVSSGFYVAMNRRGRLYGSRLYTVDCRFRERIEENGHNTYASQRWRRRGQPMFLALDRRGGPRPGGRTRRYHLSAHFLPVLVS. Result: 0 (no interaction). (9) The miRNA is hsa-miR-520g-3p with sequence ACAAAGUGCUUCCCUUUAGAGUGU. The protein sequence of the target gene is MLAVRKARRKLRMGTICSPNPSGTKTSSEVCNADWMASLPPHLHNLPLSNLAIPGSHDSFSYWVDEKSPVGPDQTQAIKRLARISLVKKLMKKWSVTQNLTFREQLEAGIRYFDLRVSSKPGDADQEIYFIHGLFGIKVWDGLMEIDSFLTQHPQEIIFLDFNHFYAMDETHHKCLVLRIQEAFGNKLCPACSVESLTLRTLWEKNCQVLIFYHCPFYKQYPFLWPGKKIPAPWANTTSVRKLILFLETTLSERASRGSFHVSQAILTPRVKTIARGLVGGLKNTLVHSNRWNSHGPSLL.... Result: 0 (no interaction). (10) The miRNA is cfa-miR-208b with sequence AUAAGACGAACAAAAGGUUUGU. Result: 0 (no interaction). The protein sequence of the target gene is MLTDLFYSTFGCLYSPTSTMDVMGTARRKTVVRLNVYDMYWLNDYASNIGVGIFHSGIEVFGVEYAYGGHPYQFSGVFENSPQDAEELGETFKFKESIVVGETERSTSDIRKLIKSLGEDFRGDRYHLISRNCNHFSAVLARELTGKDIPGWINRLANLSGSIPFLEKCIPQEWLTPIVLQASVDEKKRGSVDSAEEATEKLVVRSLNDSRTTILDNRTANGAIIMSASSSNSDRICMSPSSSSSASSCDTLDYDDLIVQTPSTFSSEKKSRSNSPPIFRIWNTIKATINGTQQTAPTGA....